Dataset: Forward reaction prediction with 1.9M reactions from USPTO patents (1976-2016). Task: Predict the product of the given reaction. (1) Given the reactants [CH3:1][N:2]1[C:6]([C:7]2[CH:8]=[C:9]([C:12]([O:14][CH3:15])=[O:13])[S:10][CH:11]=2)=[CH:5][CH:4]=[N:3]1.C1C(=O)N([I:23])C(=O)C1, predict the reaction product. The product is: [I:23][C:5]1[CH:4]=[N:3][N:2]([CH3:1])[C:6]=1[C:7]1[CH:8]=[C:9]([C:12]([O:14][CH3:15])=[O:13])[S:10][CH:11]=1. (2) Given the reactants [N:1]1([C:7]2[N:15]=[C:14]([C:16]3[CH:17]=[N:18][C:19]([NH:22]C(=O)OC(C)(C)C)=[N:20][CH:21]=3)[N:13]=[C:12]3[C:8]=2[N:9]=[C:10]([N:35]2[CH2:40][CH2:39][NH:38][CH2:37][CH2:36]2)[N:11]3[CH2:30][C:31]([F:34])([F:33])[F:32])[CH2:6][CH2:5][O:4][CH2:3][CH2:2]1.[F:41][C:42]([F:47])([F:46])[C:43]([OH:45])=[O:44], predict the reaction product. The product is: [F:41][C:42]([F:47])([F:46])[C:43]([OH:45])=[O:44].[N:1]1([C:7]2[N:15]=[C:14]([C:16]3[CH:17]=[N:18][C:19]([NH2:22])=[N:20][CH:21]=3)[N:13]=[C:12]3[C:8]=2[N:9]=[C:10]([N:35]2[CH2:36][CH2:37][NH:38][CH2:39][CH2:40]2)[N:11]3[CH2:30][C:31]([F:32])([F:34])[F:33])[CH2:6][CH2:5][O:4][CH2:3][CH2:2]1. (3) Given the reactants Cl[CH2:2][C:3]([NH2:5])=[O:4].C(=O)([O-])[O-].[K+].[K+].[CH2:12]([N:19]1[CH2:24][CH2:23][N:22]([C:25]2[CH:26]=[CH:27][C:28]([OH:33])=[C:29]([CH:32]=2)[CH:30]=O)[CH2:21][CH2:20]1)[C:13]1[CH:18]=[CH:17][CH:16]=[CH:15][CH:14]=1, predict the reaction product. The product is: [CH2:12]([N:19]1[CH2:20][CH2:21][N:22]([C:25]2[CH:26]=[CH:27][C:28]3[O:33][C:2]([C:3]([NH2:5])=[O:4])=[CH:30][C:29]=3[CH:32]=2)[CH2:23][CH2:24]1)[C:13]1[CH:14]=[CH:15][CH:16]=[CH:17][CH:18]=1. (4) Given the reactants C[O:2][C:3]([C:5]1[S:27][C:8]2=[C:9]([Cl:26])[N:10]=[CH:11][C:12]([NH:13][C:14]3[CH:19]=[CH:18][C:17]([C:20]4[CH:25]=[CH:24][CH:23]=[CH:22][CH:21]=4)=[CH:16][CH:15]=3)=[C:7]2[CH:6]=1)=[O:4].[OH-].[Na+], predict the reaction product. The product is: [C:17]1([C:20]2[CH:21]=[CH:22][CH:23]=[CH:24][CH:25]=2)[CH:18]=[CH:19][C:14]([NH:13][C:12]2[CH:11]=[N:10][C:9]([Cl:26])=[C:8]3[S:27][C:5]([C:3]([OH:4])=[O:2])=[CH:6][C:7]=23)=[CH:15][CH:16]=1.